Dataset: Reaction yield outcomes from USPTO patents with 853,638 reactions. Task: Predict the reaction yield, written as a fraction of the theoretical maximum amount of product (1.0 means a 100% yield; for example, 0.34 means a 34% yield). (1) The reactants are [F:1][C:2]1[C:3]([NH:23][C:24]2[CH:29]=[CH:28][C:27]([I:30])=[CH:26][C:25]=2[F:31])=[C:4]([C:9]([N:11]2[CH2:14][C:13]([C:16]([CH3:22])([CH3:21])[C:17]([O:19]C)=[O:18])([OH:15])[CH2:12]2)=[O:10])[CH:5]=[CH:6][C:7]=1[F:8].Cl. The catalyst is [OH-].[K+]. The product is [F:1][C:2]1[C:3]([NH:23][C:24]2[CH:29]=[CH:28][C:27]([I:30])=[CH:26][C:25]=2[F:31])=[C:4]([C:9]([N:11]2[CH2:14][C:13]([C:16]([CH3:22])([CH3:21])[C:17]([OH:19])=[O:18])([OH:15])[CH2:12]2)=[O:10])[CH:5]=[CH:6][C:7]=1[F:8]. The yield is 0.590. (2) The reactants are [NH2:1][C:2]1[CH:3]=[C:4]([CH:8]=[CH:9][C:10]=1[Cl:11])[C:5]([OH:7])=O.[CH2:12]1[C@H:21]2[C@H:16]([CH2:17][CH2:18][C:19]3[CH:25]=[CH:24][CH:23]=[CH:22][C:20]=32)[NH:15][CH2:14][CH2:13]1.F[P-](F)(F)(F)(F)F.N1(OC(N(C)C)=[N+](C)C)C2N=CC=CC=2N=N1. No catalyst specified. The product is [NH2:1][C:2]1[CH:3]=[C:4]([C:5]([N:15]2[C@@H:16]3[C@@H:21]([C:20]4[CH:22]=[CH:23][CH:24]=[CH:25][C:19]=4[CH2:18][CH2:17]3)[CH2:12][CH2:13][CH2:14]2)=[O:7])[CH:8]=[CH:9][C:10]=1[Cl:11]. The yield is 0.460. (3) The reactants are Cl.Cl.C(O[C:6]([C:8]1[CH:9]=[C:10]2[C:14](=[CH:15][CH:16]=1)[NH:13][N:12]=[C:11]2[C:17]1[CH:26]=[CH:25][C:24]2[C:19](=[CH:20][CH:21]=[C:22]([O:27][CH2:28][CH2:29][N:30]3[CH2:36][CH2:35][CH2:34][CH2:33][CH2:32][CH2:31]3)[CH:23]=2)[CH:18]=1)=[NH:7])C.[CH3:37][C:38]([CH3:44])([CH3:43])[C:39]([NH:41][NH2:42])=O.C(N(CC)CC)C. The catalyst is CO. The product is [N:30]1([CH2:29][CH2:28][O:27][C:22]2[CH:23]=[C:24]3[C:19](=[CH:20][CH:21]=2)[CH:18]=[C:17]([C:11]2[C:10]4[C:14](=[CH:15][CH:16]=[C:8]([C:6]5[NH:42][N:41]=[C:39]([C:38]([CH3:44])([CH3:43])[CH3:37])[N:7]=5)[CH:9]=4)[NH:13][N:12]=2)[CH:26]=[CH:25]3)[CH2:36][CH2:35][CH2:34][CH2:33][CH2:32][CH2:31]1. The yield is 0.280. (4) The reactants are [NH:1]([C:70]([O:72][C:73]([CH3:76])([CH3:75])[CH3:74])=[O:71])[C@H:2]([C:7]([NH:9][C@H:10]([C:28]([N:30]1[CH2:69][CH2:68][CH2:67][C@H:31]1[C:32]([NH:34][C@H:35]([C:37]([NH:39][C@H:40]([C:57]([O:59]CC1C=CC=CC=1)=[O:58])[CH2:41][CH2:42][CH2:43][CH2:44][NH:45][C:46]([O:48][CH2:49][C:50]1[CH:56]=[CH:55][CH:54]=[CH:53][C:51]=1[Cl:52])=[O:47])=[O:38])[CH3:36])=[O:33])=[O:29])[CH2:11][CH2:12][CH2:13][NH:14][C:15](=[NH:27])[NH:16][S:17]([C:20]1[CH:26]=[CH:25][C:23]([CH3:24])=[CH:22][CH:21]=1)(=[O:19])=[O:18])=[O:8])[CH2:3][C:4](=[O:6])[NH2:5].[OH-].[Na+].C(Cl)(Cl)Cl.CO. The catalyst is CO. The product is [NH:1]([C:70]([O:72][C:73]([CH3:74])([CH3:76])[CH3:75])=[O:71])[C@H:2]([C:7]([NH:9][C@H:10]([C:28]([N:30]1[CH2:69][CH2:68][CH2:67][C@H:31]1[C:32]([NH:34][C@H:35]([C:37]([NH:39][C@H:40]([C:57]([OH:59])=[O:58])[CH2:41][CH2:42][CH2:43][CH2:44][NH:45][C:46]([O:48][CH2:49][C:50]1[CH:56]=[CH:55][CH:54]=[CH:53][C:51]=1[Cl:52])=[O:47])=[O:38])[CH3:36])=[O:33])=[O:29])[CH2:11][CH2:12][CH2:13][NH:14][C:15](=[NH:27])[NH:16][S:17]([C:20]1[CH:26]=[CH:25][C:23]([CH3:24])=[CH:22][CH:21]=1)(=[O:19])=[O:18])=[O:8])[CH2:3][C:4](=[O:6])[NH2:5]. The yield is 0.830. (5) The reactants are [Cl:1][C:2]1[CH:3]=[CH:4][CH:5]=[C:6]2[C:10]=1[C:9](=[O:11])[N:8]([CH:12]([CH:18]([CH3:20])[CH3:19])[C:13]([O:15]CC)=[O:14])[CH2:7]2.[OH-].[Na+]. The catalyst is C(O)C. The product is [Cl:1][C:2]1[CH:3]=[CH:4][CH:5]=[C:6]2[C:10]=1[C:9](=[O:11])[N:8]([CH:12]([CH:18]([CH3:20])[CH3:19])[C:13]([OH:15])=[O:14])[CH2:7]2. The yield is 0.940. (6) The reactants are [F:1][C:2]1[CH:24]=[C:23]([N+:25]([O-])=O)[CH:22]=[CH:21][C:3]=1[O:4][C:5]1[CH:10]=[CH:9][N:8]=[C:7]2[CH:11]=[C:12]([C:14]([N:16]3[CH2:20][CH2:19][CH2:18][CH2:17]3)=[O:15])[S:13][C:6]=12.[BH4-].[Na+]. The catalyst is CO.C1COCC1. The product is [NH2:25][C:23]1[CH:22]=[CH:21][C:3]([O:4][C:5]2[CH:10]=[CH:9][N:8]=[C:7]3[CH:11]=[C:12]([C:14]([N:16]4[CH2:17][CH2:18][CH2:19][CH2:20]4)=[O:15])[S:13][C:6]=23)=[C:2]([F:1])[CH:24]=1. The yield is 0.910. (7) The reactants are [N+]([C:4]1[S:8][C:7]([C:9]#[N:10])=[CH:6][CH:5]=1)([O-])=O.[F:11][C:12]1[CH:13]=[C:14]([OH:18])[CH:15]=[CH:16][CH:17]=1.C(=O)([O-])[O-].[K+].[K+].O. The catalyst is CS(C)=O.C(OCC)(=O)C. The product is [F:11][C:12]1[CH:13]=[C:14]([CH:15]=[CH:16][CH:17]=1)[O:18][C:4]1[S:8][C:7]([C:9]#[N:10])=[CH:6][CH:5]=1. The yield is 0.235.